From a dataset of Forward reaction prediction with 1.9M reactions from USPTO patents (1976-2016). Predict the product of the given reaction. (1) Given the reactants [BH4-].[Na+].[F:3][C:4]1[CH:9]=[CH:8][C:7]([C:10](=[O:28])[CH:11]([CH2:17][C:18]2[CH:23]=[CH:22][CH:21]=[C:20]([O:24][CH:25]([CH3:27])[CH3:26])[CH:19]=2)[C:12]([O:14][CH2:15][CH3:16])=[O:13])=[CH:6][CH:5]=1.Cl, predict the reaction product. The product is: [F:3][C:4]1[CH:5]=[CH:6][C:7]([CH:10]([OH:28])[CH:11]([CH2:17][C:18]2[CH:23]=[CH:22][CH:21]=[C:20]([O:24][CH:25]([CH3:27])[CH3:26])[CH:19]=2)[C:12]([O:14][CH2:15][CH3:16])=[O:13])=[CH:8][CH:9]=1. (2) Given the reactants [C:1]([C:5]1[CH:9]=[C:8]([NH2:10])[N:7]([CH2:11][C@H:12]2[CH2:16][CH2:15][CH2:14][O:13]2)[N:6]=1)([CH3:4])([CH3:3])[CH3:2].C(N(CC)CC)C.[F:24][C:25]1[CH:33]=[CH:32][C:31]([C:34]([F:37])([F:36])[F:35])=[CH:30][C:26]=1[C:27](Cl)=[O:28], predict the reaction product. The product is: [C:1]([C:5]1[CH:9]=[C:8]([NH:10][C:27](=[O:28])[C:26]2[CH:30]=[C:31]([C:34]([F:35])([F:36])[F:37])[CH:32]=[CH:33][C:25]=2[F:24])[N:7]([CH2:11][C@H:12]2[CH2:16][CH2:15][CH2:14][O:13]2)[N:6]=1)([CH3:4])([CH3:2])[CH3:3]. (3) Given the reactants C([N:8](CC1C=CC=CC=1)[CH:9]1[CH2:15][O:14][C:13]2[N:16]=[CH:17][C:18]([NH:20][C:21](=[O:26])[C:22]([F:25])([F:24])[F:23])=[CH:19][C:12]=2[N:11]([S:27]([C:30]2[CH:31]=[C:32]([CH3:36])[CH:33]=[CH:34][CH:35]=2)(=[O:29])=[O:28])[CH2:10]1)C1C=CC=CC=1, predict the reaction product. The product is: [NH2:8][CH:9]1[CH2:15][O:14][C:13]2[N:16]=[CH:17][C:18]([NH:20][C:21](=[O:26])[C:22]([F:24])([F:23])[F:25])=[CH:19][C:12]=2[N:11]([S:27]([C:30]2[CH:31]=[C:32]([CH3:36])[CH:33]=[CH:34][CH:35]=2)(=[O:28])=[O:29])[CH2:10]1. (4) Given the reactants [C:1]([C:4]1[CH:9]=[CH:8][C:7]([NH:10][C:11]2[C:12](=[O:17])[C:13](=[O:16])[C:14]=2[NH2:15])=[CH:6][CH:5]=1)(=[O:3])[CH3:2].[S:18]1[C:22]([C:23]2[C:24]([O:33][CH3:34])=[CH:25][C:26]([O:31][CH3:32])=[C:27]([CH:30]=2)[CH:28]=O)=[CH:21][C:20]2[CH:35]=[CH:36][CH:37]=[CH:38][C:19]1=2.O(C)[Li].Cl, predict the reaction product. The product is: [NH2:15][C:14]1[C:13](=[O:16])[C:12](=[O:17])[C:11]=1[NH:10][C:7]1[CH:6]=[CH:5][C:4]([C:1](=[O:3])/[CH:2]=[CH:28]/[C:27]2[CH:30]=[C:23]([C:22]3[S:18][C:19]4[CH:38]=[CH:37][CH:36]=[CH:35][C:20]=4[CH:21]=3)[C:24]([O:33][CH3:34])=[CH:25][C:26]=2[O:31][CH3:32])=[CH:9][CH:8]=1. (5) Given the reactants [CH3:1][O:2][CH2:3][O:4][C:5]1[CH:6]=[C:7]([CH:10]=[CH:11][C:12]=1[CH3:13])[CH2:8]O.[CH2:14]([N:16](CC)CC)C.CS(Cl)(=O)=O.[C-]#N.[Na+], predict the reaction product. The product is: [CH3:1][O:2][CH2:3][O:4][C:5]1[CH:6]=[C:7]([CH2:8][C:14]#[N:16])[CH:10]=[CH:11][C:12]=1[CH3:13].